Regression. Given two drug SMILES strings and cell line genomic features, predict the synergy score measuring deviation from expected non-interaction effect. From a dataset of NCI-60 drug combinations with 297,098 pairs across 59 cell lines. Drug 1: C1=C(C(=O)NC(=O)N1)F. Drug 2: CN1C2=C(C=C(C=C2)N(CCCl)CCCl)N=C1CCCC(=O)O.Cl. Cell line: RPMI-8226. Synergy scores: CSS=66.5, Synergy_ZIP=-9.21, Synergy_Bliss=-21.2, Synergy_Loewe=-28.6, Synergy_HSA=-22.3.